From a dataset of Catalyst prediction with 721,799 reactions and 888 catalyst types from USPTO. Predict which catalyst facilitates the given reaction. (1) Reactant: [C:1]1([C:10]2[CH:15]=[CH:14][C:13]([C:16]([OH:18])=[O:17])=[CH:12][CH:11]=2)[CH:6]=[CH:5][C:4]([C:7]([OH:9])=[O:8])=[CH:3][CH:2]=1.[OH-].[Na+].[OH-].[Na:22]. Product: [Na:22].[C:1]1([C:10]2[CH:15]=[CH:14][C:13]([C:16]([O-:18])=[O:17])=[CH:12][CH:11]=2)[CH:6]=[CH:5][C:4]([C:7]([O-:9])=[O:8])=[CH:3][CH:2]=1. The catalyst class is: 6. (2) The catalyst class is: 6. Reactant: [CH3:1][O:2][C:3](=[O:47])[N:4]=[C:5]([S:45][CH3:46])[C:6](=[N:27][C:28]1[CH:33]=[CH:32][C:31]([C:34]#[N:35])=[C:30]([CH2:36][NH:37][C:38]([O:40][C:41]([CH3:44])([CH3:43])[CH3:42])=[O:39])[CH:29]=1)[C:7]1[CH:12]=[C:11]([CH2:13][CH3:14])[CH:10]=[C:9]([O:15][Si](C(C)C)(C(C)C)C(C)C)[C:8]=1[F:26].C1COCC1.[F-].C([N+](CCCC)(CCCC)CCCC)CCC.C(OCC)(=O)C. Product: [CH3:1][O:2][C:3](=[O:47])[N:4]=[C:5]([S:45][CH3:46])[C:6](=[N:27][C:28]1[CH:33]=[CH:32][C:31]([C:34]#[N:35])=[C:30]([CH2:36][NH:37][C:38]([O:40][C:41]([CH3:42])([CH3:43])[CH3:44])=[O:39])[CH:29]=1)[C:7]1[CH:12]=[C:11]([CH2:13][CH3:14])[CH:10]=[C:9]([OH:15])[C:8]=1[F:26]. (3) Reactant: C(N(CC)[C:4](=[O:20])[C:5]1[CH:10]=[CH:9][C:8]([O:11][CH2:12][CH2:13][N:14]2[CH2:19][CH2:18][O:17][CH2:16][CH2:15]2)=[CH:7][CH:6]=1)C.CN(C)CCN(C)C.[Li]C(CC)C.C1CCCCC1.[CH:42](=[O:45])[CH2:43][CH3:44].Cl.C([O-])(O)=O.[Na+]. Product: [CH2:43]([CH:42]1[C:6]2[C:5](=[CH:10][CH:9]=[C:8]([O:11][CH2:12][CH2:13][N:14]3[CH2:15][CH2:16][O:17][CH2:18][CH2:19]3)[CH:7]=2)[C:4](=[O:20])[O:45]1)[CH3:44]. The catalyst class is: 1.